Dataset: Reaction yield outcomes from USPTO patents with 853,638 reactions. Task: Predict the reaction yield, written as a fraction of the theoretical maximum amount of product (1.0 means a 100% yield; for example, 0.34 means a 34% yield). (1) The reactants are [CH:1](=[N:8]/[C:9]1[CH:17]=[CH:16][CH:15]=C2C=1COC2=O)\[C:2]1[CH:7]=[CH:6][CH:5]=[CH:4][CH:3]=1.[CH2:19]([O:21][CH:22]([O:31][CH2:32][CH3:33])[C:23]1[CH:30]=[CH:29][C:26](C=O)=[CH:25][CH:24]=1)[CH3:20].[CH3:34][O-:35].[Na+].[CH3:37]O.[C:39]([O:43][CH2:44]C)(=[O:42])[CH2:40][CH3:41]. No catalyst specified. The product is [CH2:32]([O:31][CH:22]([O:21][CH2:19][CH3:20])[C:23]1[CH:24]=[C:25]([CH:37]2[C:34](=[O:35])[C:41]3[C:40]([C:39]([O:43][CH3:44])=[O:42])=[CH:15][CH:16]=[CH:17][C:9]=3[NH:8][CH:1]2[C:2]2[CH:3]=[CH:4][CH:5]=[CH:6][CH:7]=2)[CH:26]=[CH:29][CH:30]=1)[CH3:33]. The yield is 0.250. (2) The reactants are Cl.C[O:3][C:4](=[O:38])[C:5]1[CH:10]=[CH:9][C:8]([O:11][C:12]2[CH:17]=[CH:16][C:15]([CH2:18][C@H:19]([NH2:37])[C:20]3[N:21]([CH2:33][CH2:34][CH2:35][CH3:36])[CH:22]=[C:23]([C:25]4[CH:30]=[CH:29][C:28]([Cl:31])=[CH:27][C:26]=4[Cl:32])[N:24]=3)=[CH:14][CH:13]=2)=[CH:7][CH:6]=1.[C:39]([C:43]1[CH:51]=[CH:50][C:46]([C:47]([OH:49])=O)=[CH:45][CH:44]=1)([CH3:42])([CH3:41])[CH3:40]. No catalyst specified. The product is [C:39]([C:43]1[CH:44]=[CH:45][C:46]([C:47]([NH:37][C@H:19]([C:20]2[N:21]([CH2:33][CH2:34][CH2:35][CH3:36])[CH:22]=[C:23]([C:25]3[CH:30]=[CH:29][C:28]([Cl:31])=[CH:27][C:26]=3[Cl:32])[N:24]=2)[CH2:18][C:15]2[CH:14]=[CH:13][C:12]([O:11][C:8]3[CH:9]=[CH:10][C:5]([C:4]([OH:38])=[O:3])=[CH:6][CH:7]=3)=[CH:17][CH:16]=2)=[O:49])=[CH:50][CH:51]=1)([CH3:40])([CH3:41])[CH3:42]. The yield is 0.730. (3) The product is [F:1][C:2]1[CH:3]=[C:4]([C:29]2[C:30]([C:35]#[N:36])=[CH:31][CH:32]=[CH:33][CH:34]=2)[CH:5]=[CH:6][C:7]=1[CH2:8][C:9]1[C:10](=[O:28])[N:11]([C@H:21]2[CH2:26][CH2:25][C@H:24]([O:27][CH2:46][C:45]([OH:41])([CH3:51])[CH3:50])[CH2:23][CH2:22]2)[C:12]2[N:13]([N:18]=[CH:19][N:20]=2)[C:14]=1[CH2:15][CH2:16][CH3:17]. The yield is 0.220. The reactants are [F:1][C:2]1[CH:3]=[C:4]([C:29]2[C:30]([C:35]#[N:36])=[CH:31][CH:32]=[CH:33][CH:34]=2)[CH:5]=[CH:6][C:7]=1[CH2:8][C:9]1[C:10](=[O:28])[N:11]([C@H:21]2[CH2:26][CH2:25][C@H:24]([OH:27])[CH2:23][CH2:22]2)[C:12]2[N:13]([N:18]=[CH:19][N:20]=2)[C:14]=1[CH2:15][CH2:16][CH3:17].[N+](=CC(OCC)=[O:41])=[N-].[C:45]1([CH3:51])[CH:50]=CC=C[CH:46]=1. The catalyst is C([O-])(=O)C.[Rh+]. (4) The reactants are C[O:2][C:3]([C:5]1[CH:14]=[CH:13][C:12]2[C:7](=[CH:8][CH:9]=[C:10]([O:15][CH:16]3[CH2:25][CH2:24][C:19]4([CH2:23][CH2:22][CH2:21][CH2:20]4)[CH2:18][CH2:17]3)[CH:11]=2)[CH:6]=1)=O.O1CCCC1. The catalyst is [AlH4-].[Li+]. The product is [CH2:20]1[C:19]2([CH2:24][CH2:25][CH:16]([O:15][C:10]3[CH:11]=[C:12]4[C:7](=[CH:8][CH:9]=3)[CH:6]=[C:5]([CH2:3][OH:2])[CH:14]=[CH:13]4)[CH2:17][CH2:18]2)[CH2:23][CH2:22][CH2:21]1. The yield is 0.900. (5) The reactants are [H-].[Na+].[CH2:3]([O:7][C:8]1[N:16]=[C:15]2[C:11]([NH:12][C:13](=[O:34])[N:14]2[CH2:17][C:18]2[CH:19]=[N:20][C:21]([O:24][CH2:25][CH2:26][CH2:27][CH2:28][NH:29][CH2:30][CH2:31][CH2:32][OH:33])=[CH:22][CH:23]=2)=[C:10]([NH2:35])[N:9]=1)[CH2:4][CH2:5][CH3:6].[C:36]([Si:40]([CH3:43])([CH3:42])Cl)([CH3:39])([CH3:38])[CH3:37]. The catalyst is O1CCCC1. The product is [CH2:3]([O:7][C:8]1[N:16]=[C:15]2[C:11]([NH:12][C:13](=[O:34])[N:14]2[CH2:17][C:18]2[CH:19]=[N:20][C:21]([O:24][CH2:25][CH2:26][CH2:27][CH2:28][NH:29][CH2:30][CH2:31][CH2:32][O:33][Si:40]([C:36]([CH3:39])([CH3:38])[CH3:37])([CH3:43])[CH3:42])=[CH:22][CH:23]=2)=[C:10]([NH2:35])[N:9]=1)[CH2:4][CH2:5][CH3:6]. The yield is 0.380. (6) The reactants are [CH:1]1([C:4]([NH:6][C:7]2[CH:8]=[CH:9][CH:10]=[C:11]3[C:15]=2[C:14](=[O:16])[N:13]([CH:17]([C:22]2[CH:27]=[CH:26][C:25]([O:28][CH:29]([F:31])[F:30])=[C:24]([O:32][CH2:33][CH3:34])[CH:23]=2)[CH2:18][C:19](O)=[O:20])[CH2:12]3)=[O:5])[CH2:3][CH2:2]1.C1N=C[N:37](C(N2C=NC=C2)=O)C=1.[NH4+].[OH-]. The catalyst is C1COCC1. The product is [C:19]([CH2:18][CH:17]([N:13]1[C:14](=[O:16])[C:15]2[C:11](=[CH:10][CH:9]=[CH:8][C:7]=2[NH:6][C:4]([CH:1]2[CH2:3][CH2:2]2)=[O:5])[CH2:12]1)[C:22]1[CH:27]=[CH:26][C:25]([O:28][CH:29]([F:30])[F:31])=[C:24]([O:32][CH2:33][CH3:34])[CH:23]=1)(=[O:20])[NH2:37]. The yield is 0.700. (7) The reactants are [N:1]([CH2:4][C@@H:5]([NH:13][C:14](=[O:20])[O:15][C:16]([CH3:19])([CH3:18])[CH3:17])[CH2:6][C@H:7]1[CH2:12][CH2:11][CH2:10][O:9][CH2:8]1)=[N+:2]=[N-:3].[Li+].[CH3:22][Si]([N-][Si](C)(C)C)(C)C.CI. The product is [N:1]([CH2:4][C@@H:5]([N:13]([CH3:22])[C:14](=[O:20])[O:15][C:16]([CH3:17])([CH3:19])[CH3:18])[CH2:6][C@H:7]1[CH2:12][CH2:11][CH2:10][O:9][CH2:8]1)=[N+:2]=[N-:3]. The yield is 1.00. The catalyst is C1COCC1.